This data is from Catalyst prediction with 721,799 reactions and 888 catalyst types from USPTO. The task is: Predict which catalyst facilitates the given reaction. (1) Product: [CH3:3][N:8]1[C:16]2[C:11](=[CH:12][CH:13]=[CH:14][CH:15]=2)[C:10]([CH:17]2[CH2:22][CH2:21][N:20]([CH2:23][CH2:24][N:25]3[C:30](=[O:31])[C:29]4[CH:32]=[CH:33][CH:34]=[CH:35][C:28]=4[N:27]=[N:26]3)[CH2:19][CH2:18]2)=[CH:9]1. Reactant: [H-].[Na+].[CH2:3]1COCC1.[NH:8]1[C:16]2[C:11](=[CH:12][CH:13]=[CH:14][CH:15]=2)[C:10]([CH:17]2[CH2:22][CH2:21][N:20]([CH2:23][CH2:24][N:25]3[C:30](=[O:31])[C:29]4[CH:32]=[CH:33][CH:34]=[CH:35][C:28]=4[N:27]=[N:26]3)[CH2:19][CH2:18]2)=[CH:9]1.IC. The catalyst class is: 6. (2) Reactant: O[CH2:2][CH2:3][CH2:4][CH2:5][CH2:6][N:7]1[C:15]2[C:14](=[O:16])[NH:13][C:12]([NH:17][CH2:18][C:19]3[CH:24]=[CH:23][C:22]([Cl:25])=[C:21]([Cl:26])[CH:20]=3)=[N:11][C:10]=2[N:9]=[CH:8]1.C[Si]([I:31])(C)C. Product: [I:31][CH2:2][CH2:3][CH2:4][CH2:5][CH2:6][N:7]1[C:15]2[C:14](=[O:16])[NH:13][C:12]([NH:17][CH2:18][C:19]3[CH:24]=[CH:23][C:22]([Cl:25])=[C:21]([Cl:26])[CH:20]=3)=[N:11][C:10]=2[N:9]=[CH:8]1. The catalyst class is: 22.